Task: Predict the reaction yield, written as a fraction of the theoretical maximum amount of product (1.0 means a 100% yield; for example, 0.34 means a 34% yield).. Dataset: Reaction yield outcomes from USPTO patents with 853,638 reactions (1) The product is [C:13]1([C:7]2[O:6][N:5]=[C:4]([C:3]#[C:2][CH2:31][OH:32])[C:8]=2[C:9]([F:12])([F:11])[F:10])[CH:18]=[CH:17][CH:16]=[CH:15][CH:14]=1. The reactants are Br[C:2](Br)=[CH:3][C:4]1[C:8]([C:9]([F:12])([F:11])[F:10])=[C:7]([C:13]2[CH:18]=[CH:17][CH:16]=[CH:15][CH:14]=2)[O:6][N:5]=1.C([Li])CCC.CCCCCC.[CH2:31]=[O:32]. The yield is 0.630. The catalyst is C1COCC1.CCOCC. (2) The reactants are [NH2:1][C:2]1[CH:7]=[CH:6][C:5]([C:8]2([C:11]([O:13][CH3:14])=[O:12])[CH2:10][CH2:9]2)=[CH:4][C:3]=1[C:15]#[C:16][Si](C)(C)C. The catalyst is CN(C=O)C.[Cu]I. The product is [NH:1]1[C:2]2[C:3](=[CH:4][C:5]([C:8]3([C:11]([O:13][CH3:14])=[O:12])[CH2:10][CH2:9]3)=[CH:6][CH:7]=2)[CH:15]=[CH:16]1. The yield is 0.510. (3) The product is [CH3:26][N:27]([CH3:31])[CH2:28][CH2:29][NH:30][C:23]([C:22]1[N:17]2[CH:18]=[CH:19][CH:20]=[CH:21][C:16]2=[N:15][C:14]=1[CH2:13][N:2]([CH3:1])[CH:3]1[C:12]2[N:11]=[CH:10][CH:9]=[CH:8][C:7]=2[CH2:6][CH2:5][CH2:4]1)=[O:24]. The reactants are [CH3:1][N:2]([CH2:13][C:14]1[N:15]=[C:16]2[CH:21]=[CH:20][CH:19]=[CH:18][N:17]2[C:22]=1[C:23](O)=[O:24])[CH:3]1[C:12]2[N:11]=[CH:10][CH:9]=[CH:8][C:7]=2[CH2:6][CH2:5][CH2:4]1.[CH3:26][N:27]([CH3:31])[CH2:28][CH2:29][NH2:30].O.ON1C2C=CC=CC=2N=N1.Cl.CN(C)CCCN=C=NCC.FC(F)(F)C(O)=O. The catalyst is CN(C)C=O.ClCCl. The yield is 0.350.